The task is: Predict the reactants needed to synthesize the given product.. This data is from Full USPTO retrosynthesis dataset with 1.9M reactions from patents (1976-2016). (1) The reactants are: CO[C:3](=[O:17])[C:4]([C:6]1[CH:7]=[C:8]([F:16])[CH:9]=[C:10]2[C:14]=1[N:13]([CH3:15])[CH:12]=[CH:11]2)=O.[NH:18]1[C:26]2[C:21](=[CH:22][CH:23]=[CH:24][CH:25]=2)[C:20]([CH2:27][C:28]([NH2:30])=[O:29])=[CH:19]1.CC(C)([O-])C.[K+].C1COCC1. Given the product [CH3:15][N:13]1[C:14]2[C:10](=[CH:9][C:8]([F:16])=[CH:7][C:6]=2[C:4]2[C:3](=[O:17])[NH:30][C:28](=[O:29])[C:27]=2[C:20]2[C:21]3[C:26](=[CH:25][CH:24]=[CH:23][CH:22]=3)[NH:18][CH:19]=2)[CH:11]=[CH:12]1, predict the reactants needed to synthesize it. (2) Given the product [CH3:22][C:23](=[CH2:28])[C:24]#[C:25][C@@H:26]([N:9]1[CH2:10][CH2:11][C@@H:6]([CH2:2][C:3]([O:5][CH3:36])=[O:4])[CH2:7][C@H:8]1[C:12]1[CH:17]=[CH:16][C:15]([C:18]([F:20])([F:19])[F:21])=[CH:14][CH:13]=1)[CH2:35][CH2:34][CH:32]([CH3:31])[CH3:33], predict the reactants needed to synthesize it. The reactants are: C[CH:2]([C@@H:6]1[CH2:11][CH2:10][NH:9][C@H:8]([C:12]2[CH:17]=[CH:16][C:15]([C:18]([F:21])([F:20])[F:19])=[CH:14][CH:13]=2)[CH2:7]1)[C:3]([O-:5])=[O:4].[CH3:22][CH:23]([CH3:28])[CH2:24][CH2:25][CH:26]=O.N#N.[CH3:31][C:32]([C:34]#[CH:35])=[CH2:33].[CH3:36]O. (3) Given the product [F:23][C:20]1[CH:21]=[CH:22][C:17]([C@H:14]2[CH2:15][CH2:16][C@H:11]([C:9]([CH3:8])([CH3:10])[CH2:40][CH:39]=[CH2:38])[CH2:12][CH2:13]2)=[CH:18][CH:19]=1, predict the reactants needed to synthesize it. The reactants are: [CH3:10][CH:9]([C@H:11]1[CH2:12][CH2:13][C@H:14]([C:17]2[CH:18]=[CH:19][C:20]([F:23])=[CH:21][CH:22]=2)[CH2:15][CH2:16]1)[CH2:8]CC(C[CH2:8][CH:9]([C@H:11]1[CH2:16][CH2:15][C@H:14]([C:17]2[CH:22]=[CH:21][C:20]([F:23])=[CH:19][CH:18]=2)[CH2:13][CH2:12]1)[CH3:10])=O.[I-].[CH2:38]([Li])[CH2:39][CH2:40]C. (4) Given the product [N:7]1[CH:6]=[C:5]([C:3]2[N:28]=[C:26]([NH:25][C:17]3[CH:18]=[C:19]([N+:22]([O-:24])=[O:23])[CH:20]=[CH:21][C:16]=3[O:15][CH3:14])[S:27][CH:2]=2)[N:9]2[CH:10]=[CH:11][CH:12]=[CH:13][C:8]=12, predict the reactants needed to synthesize it. The reactants are: Br[CH2:2][C:3]([C:5]1[N:9]2[CH:10]=[CH:11][CH:12]=[CH:13][C:8]2=[N:7][CH:6]=1)=O.[CH3:14][O:15][C:16]1[CH:21]=[CH:20][C:19]([N+:22]([O-:24])=[O:23])=[CH:18][C:17]=1[NH:25][C:26]([NH2:28])=[S:27].